From a dataset of Peptide-MHC class I binding affinity with 185,985 pairs from IEDB/IMGT. Regression. Given a peptide amino acid sequence and an MHC pseudo amino acid sequence, predict their binding affinity value. This is MHC class I binding data. (1) The peptide sequence is FFTYLCGFI. The MHC is HLA-A23:01 with pseudo-sequence HLA-A23:01. The binding affinity (normalized) is 0.119. (2) The binding affinity (normalized) is 0.0847. The peptide sequence is ETKKTMLAL. The MHC is HLA-A02:01 with pseudo-sequence HLA-A02:01. (3) The peptide sequence is ESENISEPY. The MHC is HLA-B39:01 with pseudo-sequence HLA-B39:01. The binding affinity (normalized) is 0.0847. (4) The peptide sequence is EKPKFLPDL. The MHC is HLA-A26:01 with pseudo-sequence HLA-A26:01. The binding affinity (normalized) is 0.0847.